Dataset: Experimentally validated miRNA-target interactions with 360,000+ pairs, plus equal number of negative samples. Task: Binary Classification. Given a miRNA mature sequence and a target amino acid sequence, predict their likelihood of interaction. (1) The miRNA is mmu-miR-3100-3p with sequence CUGUGACACACCCGCUCCCAG. The protein sequence of the target gene is MADPGMMSLFGEDGSLFSEGLEGLGECGYPENPVNPMGQQMPIDQGFPSLQPSLHHPSPNQNQTKLTHFDHYSQYEQKMHLMDQPNRMMGSAPGNGLASPHSQYHTPPVPQVPHGGGGGGQMGVYPGIQNERHGQSFVDGGSMWGPRAVQVPDQIRAPYQQQQPQPAPSGPPAQGHPQHMQQMGSYLARGDFSMQQHGQPQQRMGQFSQGQEGLSQGSPFIATSGPGHLSHMPQQSPSMAPSLRHPVQQQFHHHPAALHGESVAHSPRFSPNPPQQGAVRPQTLNFSSRNQTVPSPTVNN.... Result: 0 (no interaction). (2) The miRNA is hsa-miR-466 with sequence AUACACAUACACGCAACACACAU. The protein sequence of the target gene is MRECISIHVGQAGVQIGNACWELYCLEHGIQPDGQMPSDKTIGGGDDSFNTFFSETGAGKHVPRAVFVDLEPTVIDEVRTGTYRQLFHPEQLITGKEDAANNYARGHYTIGKEIIDLVLDRIRKLADQCTGLQGFLVFHSFGGGTGSGFTSLLMERLSVDYGKKSKLEFSIYPAPQVSTAVVEPYNSILTTHTTLEHSDCAFMVDNEAIYDICRRNLDIERPTYTNLNRLISQIVSSITASLRFDGALNVDLTEFQTNLVPYPRIHFPLATYAPVISAEKAYHEQLSVAEITNACFEPAN.... Result: 1 (interaction). (3) The miRNA is hsa-miR-1284 with sequence UCUAUACAGACCCUGGCUUUUC. The protein sequence of the target gene is MDFDKKGGKGELEEGRRMSKTGTSRSNHGVRSSGTSSGVLMVGPNFRVGKKIGCGNFGELRLGKNLYTNEYVAIKLEPIKSRAPQLHLEYRFYKQLSTTEGVPQVYYFGPCGKYNAMVLELLGPSLEDLFDLCDRTFTLKTVLMIAIQLITRMEYVHTKSLIYRDVKPENFLVGRPGSKRQHSIHIIDFGLAKEYIDPETKKHIPYREHKSLTGTARYMSINTHLGKEQSRRDDLEALGHMFMYFLRGSLPWQGLKADTLKERYQKIGDTKRATPIEVLCESFPEEMATYLRYVRRLDFF.... Result: 0 (no interaction). (4) The miRNA is hsa-miR-5695 with sequence ACUCCAAGAAGAAUCUAGACAG. The protein sequence of the target gene is MNNEEDLLQEDSTRDEGNETEANSMNTLRRTRKKVTKPYVCSTEVGETDMSNSNDCMRDSSQILTPPQLSSRMKHIRQAMAKNRLQFVRFEATDLHGVSRSKTIPAHFFQEKVSHGVCMPRGYLEVIPNPKDNEMNNIRATCFNSDIVLMPELSTFRVLPWADRTARVICDTFTVTGEPLLTSPRYIAKRQLSHLQASGFSLLSAFIYDFCIFGVPEILNSKIISFPALTFLNNHDQPFMQELVDGLYHTGANVESFSSSTRPGQMEISFLPEFGISSADNAFTLRTGVKEVARKYNYIA.... Result: 1 (interaction). (5) The miRNA is hsa-miR-660-5p with sequence UACCCAUUGCAUAUCGGAGUUG. The protein sequence of the target gene is MCHGRIAPKSTSVFAVASVGHGVFLPLVILCTLLGDGLASVCPLPPEPENGGYICHPRPCRDPLTAGSVIEYLCAEGYMLKGDYKYLTCKNGEWKPAMEISCRLNEDKDTHTSLGVPTLSIVASTASSVALILLLVVLFVLLQPKLKSFHHSRRDQGVSGDQVSIMVDGVQVALPSYEEAVYGSSGHCVPPADPRVQIVLSEGSGPSGRSVPREQQLPDQGACSSAGGEDEAPGQSGLCEAWGSRASETVMVHQATTSSWVAGSGNRQLAHKETADSENSDIQSLLSLTSEEYTDDIPLL.... Result: 0 (no interaction). (6) The miRNA is hsa-miR-635 with sequence ACUUGGGCACUGAAACAAUGUCC. The protein sequence of the target gene is MQLTRCCFVFLVQGSLYLVICGQDDGPPGSEDPERDDHEGQPRPRVPRKRGHISPKSRPMANSTLLGLLAPPGEAWGILGQPPNRPNHSPPPSAKVKKIFGWGDFYSNIKTVALNLLVTGKIVDHGNGTFSVHFQHNATGQGNISISLVPPSKAVEFHQEQQIFIEAKASKIFNCRMEWEKVERGRRTSLCTHDPAKICSRDHAQSSATWSCSQPFKVVCVYIAFYSTDYRLVQKVCPDYNYHSDTPYYPSG. Result: 0 (no interaction).